This data is from Full USPTO retrosynthesis dataset with 1.9M reactions from patents (1976-2016). The task is: Predict the reactants needed to synthesize the given product. (1) Given the product [CH:29]1([CH2:30][CH2:31][O:18][C:14]2[CH:13]=[C:12]3[C:17]([C:9]([C:4]4[CH:3]=[C:2]([F:1])[CH:7]=[C:6]([F:8])[CH:5]=4)=[C:10]([C:20]4[CH:21]=[N:22][CH:23]=[CH:24][CH:25]=4)[C:11]3=[O:19])=[CH:16][CH:15]=2)[CH2:34][CH2:35][CH2:27][CH2:28]1, predict the reactants needed to synthesize it. The reactants are: [F:1][C:2]1[CH:3]=[C:4]([C:9]2[C:17]3[C:12](=[CH:13][C:14]([OH:18])=[CH:15][CH:16]=3)[C:11](=[O:19])[C:10]=2[C:20]2[CH:21]=[N:22][CH:23]=[CH:24][CH:25]=2)[CH:5]=[C:6]([F:8])[CH:7]=1.Br[C:27]1[C:28](=O)[C:29]2[C:34]([C:35]=1C1C=CC=CC=1)=CC=[C:31](O)[CH:30]=2.C1(CCO)CCCC1.C1C=CC(P(C2C=CC=CC=2)C2C=CC=CC=2)=CC=1.CC(OC(/N=N/C(OC(C)C)=O)=O)C. (2) Given the product [F:1][CH2:2][CH2:3][CH2:4][CH2:5][CH2:6][CH2:7][CH2:8][CH2:9][CH2:10][CH2:11][CH2:12][CH2:13][CH2:14][CH2:15][CH2:16][CH2:17][O:18][CH:26]([OH:27])[CH2:25][CH3:24], predict the reactants needed to synthesize it. The reactants are: [F:1][CH2:2][CH2:3][CH2:4][CH2:5][CH2:6][CH2:7][CH2:8][CH2:9][CH2:10][CH2:11][CH2:12][CH2:13][CH2:14][CH2:15][CH2:16][CH2:17][OH:18].CS(Cl)(=O)=O.[CH2:24](O)[CH2:25][CH2:26][OH:27]. (3) Given the product [N:4]1[CH:5]=[CH:6][CH:7]=[C:2]([O:1][C:15]2[CH:22]=[CH:21][C:18]([C:19]#[N:20])=[CH:17][CH:16]=2)[CH:3]=1, predict the reactants needed to synthesize it. The reactants are: [OH:1][C:2]1[CH:3]=[N:4][CH:5]=[CH:6][CH:7]=1.C(=O)([O-])[O-].[Cs+].[Cs+].Br[C:15]1[CH:22]=[CH:21][C:18]([C:19]#[N:20])=[CH:17][CH:16]=1. (4) Given the product [CH2:1]([N:8]1[C:16]2[C:11](=[CH:12][CH:13]=[CH:14][C:15]=2[C:17]2[CH:22]=[CH:21][C:20]([F:23])=[C:19]([Cl:24])[CH:18]=2)[C:10]([C:25](=[O:29])[C:26]([O:33][CH2:31][CH3:32])=[O:27])=[CH:9]1)[C:2]1[CH:3]=[CH:4][CH:5]=[CH:6][CH:7]=1, predict the reactants needed to synthesize it. The reactants are: [CH2:1]([N:8]1[C:16]2[C:11](=[CH:12][CH:13]=[CH:14][C:15]=2[C:17]2[CH:22]=[CH:21][C:20]([F:23])=[C:19]([Cl:24])[CH:18]=2)[CH:10]=[CH:9]1)[C:2]1[CH:7]=[CH:6][CH:5]=[CH:4][CH:3]=1.[C:25](Cl)(=[O:29])[C:26](Cl)=[O:27].[CH2:31]([OH:33])[CH3:32]. (5) The reactants are: [Cl:1][C:2]1[CH:7]=[CH:6][C:5]([OH:8])=[C:4]([B:9]2[O:13][C:12]([CH3:15])([CH3:14])[C:11]([CH3:17])([CH3:16])[O:10]2)[CH:3]=1.[C:18]([O:23][C:24]([CH3:27])([CH3:26])[CH3:25])(=[O:22])[C@@H:19]([CH3:21])O. Given the product [Cl:1][C:2]1[CH:7]=[CH:6][C:5]([O:8][C@@H:19]([CH3:21])[C:18]([O:23][C:24]([CH3:27])([CH3:26])[CH3:25])=[O:22])=[C:4]([B:9]2[O:13][C:12]([CH3:15])([CH3:14])[C:11]([CH3:17])([CH3:16])[O:10]2)[CH:3]=1, predict the reactants needed to synthesize it. (6) Given the product [I:15][C:16]1[CH:22]=[CH:21][C:19]([NH:20][CH2:13][C:11]2([CH3:14])[O:12][C:2]3=[N:6][C:5]([N+:7]([O-:9])=[O:8])=[CH:4][N:3]3[CH2:10]2)=[CH:18][CH:17]=1, predict the reactants needed to synthesize it. The reactants are: Br[C:2]1[N:3]([CH2:10][C:11]2([CH3:14])[CH2:13][O:12]2)[CH:4]=[C:5]([N+:7]([O-:9])=[O:8])[N:6]=1.[I:15][C:16]1[CH:22]=[CH:21][C:19]([NH2:20])=[CH:18][CH:17]=1. (7) The reactants are: I[C:2]1[CH:7]=[CH:6][C:5]([O:8][CH3:9])=[CH:4][C:3]=1[OH:10].[CH:11]#[C:12][CH2:13][CH3:14]. Given the product [CH3:9][O:8][C:5]1[CH:6]=[CH:7][C:2]2[CH:11]=[C:12]([CH2:13][CH3:14])[O:10][C:3]=2[CH:4]=1, predict the reactants needed to synthesize it. (8) The reactants are: [CH2:1]([S:8][C:9]1[C:14]([C:15]([O:17][CH3:18])=[O:16])=[C:13]([N:19]2[CH2:24][CH2:23][CH:22]([OH:25])[CH2:21][CH2:20]2)[N:12]=[C:11](Cl)[N:10]=1)[C:2]1[CH:7]=[CH:6][CH:5]=[CH:4][CH:3]=1.C(Cl)(Cl)Cl.[N:31]1[CH:32]=[CH:33][N:34]2[CH2:39][CH2:38][NH:37][CH2:36][C:35]=12.C(N(CC)CC)C. Given the product [CH2:1]([S:8][C:9]1[C:14]([C:15]([O:17][CH3:18])=[O:16])=[C:13]([N:19]2[CH2:24][CH2:23][CH:22]([OH:25])[CH2:21][CH2:20]2)[N:12]=[C:11]([N:37]2[CH2:38][CH2:39][N:34]3[CH:33]=[CH:32][N:31]=[C:35]3[CH2:36]2)[N:10]=1)[C:2]1[CH:7]=[CH:6][CH:5]=[CH:4][CH:3]=1, predict the reactants needed to synthesize it.